Dataset: Reaction yield outcomes from USPTO patents with 853,638 reactions. Task: Predict the reaction yield, written as a fraction of the theoretical maximum amount of product (1.0 means a 100% yield; for example, 0.34 means a 34% yield). (1) The reactants are [C:1]([C:3]1[N:8]=[CH:7][C:6]([C:9]([OH:11])=[O:10])=[CH:5][N:4]=1)#[N:2].[NH2:12][OH:13]. The catalyst is C(O)C. The product is [OH:13][N:12]=[C:1]([C:3]1[N:8]=[CH:7][C:6]([C:9]([OH:11])=[O:10])=[CH:5][N:4]=1)[NH2:2]. The yield is 0.980. (2) The reactants are [OH:1][C:2]1[CH:3]=[C:4]([CH2:9][C:10]#[N:11])[CH:5]=[CH:6][C:7]=1[OH:8].CO[C:14](OC)([CH3:16])[CH3:15].CC1C=CC(S(O)(=O)=O)=CC=1. The catalyst is C1(C)C=CC=CC=1. The product is [CH3:15][C:14]1([CH3:16])[O:8][C:7]2[CH:6]=[CH:5][C:4]([CH2:9][C:10]#[N:11])=[CH:3][C:2]=2[O:1]1. The yield is 0.200. (3) The reactants are [CH3:1][N:2]1[C:7]2[CH:8]=[CH:9][C:10]([N+:12]([O-])=O)=[CH:11][C:6]=2[S:5][CH2:4][C:3]1=[O:15].[Cl-].[NH4+]. The catalyst is CCO.O.[Fe]. The product is [CH3:1][N:2]1[C:7]2[CH:8]=[CH:9][C:10]([NH2:12])=[CH:11][C:6]=2[S:5][CH2:4][C:3]1=[O:15]. The yield is 0.930.